This data is from Forward reaction prediction with 1.9M reactions from USPTO patents (1976-2016). The task is: Predict the product of the given reaction. Given the reactants [CH3:1][NH:2][C:3]1[N:8]=[C:7]([C:9]2[NH:10][C:11]3[C:16]([CH:17]=2)=[CH:15][C:14]([C:18]([O:20]CC)=[O:19])=[CH:13][CH:12]=3)[CH:6]=[CH:5][N:4]=1.[OH-].[Na+:24], predict the reaction product. The product is: [Na+:24].[CH3:1][NH:2][C:3]1[N:8]=[C:7]([C:9]2[NH:10][C:11]3[C:16]([CH:17]=2)=[CH:15][C:14]([C:18]([O-:20])=[O:19])=[CH:13][CH:12]=3)[CH:6]=[CH:5][N:4]=1.